This data is from Merck oncology drug combination screen with 23,052 pairs across 39 cell lines. The task is: Regression. Given two drug SMILES strings and cell line genomic features, predict the synergy score measuring deviation from expected non-interaction effect. (1) Drug 1: CS(=O)(=O)CCNCc1ccc(-c2ccc3ncnc(Nc4ccc(OCc5cccc(F)c5)c(Cl)c4)c3c2)o1. Drug 2: CCc1c2c(nc3ccc(O)cc13)-c1cc3c(c(=O)n1C2)COC(=O)C3(O)CC. Cell line: UWB1289BRCA1. Synergy scores: synergy=31.2. (2) Drug 1: Cn1nnc2c(C(N)=O)ncn2c1=O. Drug 2: Cn1cc(-c2cnn3c(N)c(Br)c(C4CCCNC4)nc23)cn1. Cell line: HCT116. Synergy scores: synergy=-2.57. (3) Drug 1: O=C(O)C1(Cc2cccc(Nc3nccs3)n2)CCC(Oc2cccc(Cl)c2F)CC1. Drug 2: NC1CCCCC1N.O=C(O)C(=O)O.[Pt+2]. Cell line: PA1. Synergy scores: synergy=-5.24. (4) Drug 1: O=c1[nH]cc(F)c(=O)[nH]1. Drug 2: O=C(CCCCCCC(=O)Nc1ccccc1)NO. Cell line: RKO. Synergy scores: synergy=11.0. (5) Drug 1: C=CCn1c(=O)c2cnc(Nc3ccc(N4CCN(C)CC4)cc3)nc2n1-c1cccc(C(C)(C)O)n1. Drug 2: CNC(=O)c1cc(Oc2ccc(NC(=O)Nc3ccc(Cl)c(C(F)(F)F)c3)cc2)ccn1. Cell line: NCIH460. Synergy scores: synergy=8.33. (6) Cell line: A2058. Drug 1: CS(=O)(=O)CCNCc1ccc(-c2ccc3ncnc(Nc4ccc(OCc5cccc(F)c5)c(Cl)c4)c3c2)o1. Synergy scores: synergy=-0.922. Drug 2: NC1CCCCC1N.O=C(O)C(=O)O.[Pt+2].